From a dataset of CYP3A4 inhibition data for predicting drug metabolism from PubChem BioAssay. Regression/Classification. Given a drug SMILES string, predict its absorption, distribution, metabolism, or excretion properties. Task type varies by dataset: regression for continuous measurements (e.g., permeability, clearance, half-life) or binary classification for categorical outcomes (e.g., BBB penetration, CYP inhibition). Dataset: cyp3a4_veith. The compound is CCOC(=O)N1CCN(C(=O)Cc2ccsc2)CC1. The result is 0 (non-inhibitor).